Dataset: Reaction yield outcomes from USPTO patents with 853,638 reactions. Task: Predict the reaction yield, written as a fraction of the theoretical maximum amount of product (1.0 means a 100% yield; for example, 0.34 means a 34% yield). The reactants are [NH2:1][C@H:2]([C:7]1[CH:12]=[CH:11][C:10]([Cl:13])=[CH:9][CH:8]=1)[CH2:3][C:4](O)=[O:5].CO. The catalyst is C1COCC1. The product is [NH2:1][C@H:2]([C:7]1[CH:8]=[CH:9][C:10]([Cl:13])=[CH:11][CH:12]=1)[CH2:3][CH2:4][OH:5]. The yield is 0.619.